The task is: Predict the reactants needed to synthesize the given product.. This data is from Full USPTO retrosynthesis dataset with 1.9M reactions from patents (1976-2016). (1) Given the product [Cl:1][C:2]1[CH:7]=[CH:6][C:5]([C@@H:8]2[N:14]([C:15]([N:17]3[CH2:22][CH2:21][O:20][CH2:19][CH2:18]3)=[O:16])[CH2:13][C:12]3[CH:23]=[CH:24][C:25]([C:27]([NH:31][OH:32])=[O:28])=[CH:26][C:11]=3[O:10][CH2:9]2)=[CH:4][CH:3]=1, predict the reactants needed to synthesize it. The reactants are: [Cl:1][C:2]1[CH:7]=[CH:6][C:5]([C@@H:8]2[N:14]([C:15]([N:17]3[CH2:22][CH2:21][O:20][CH2:19][CH2:18]3)=[O:16])[CH2:13][C:12]3[CH:23]=[CH:24][C:25]([C:27](OC)=[O:28])=[CH:26][C:11]=3[O:10][CH2:9]2)=[CH:4][CH:3]=1.[NH2:31][OH:32].[OH-].[Na+]. (2) The reactants are: N1C2[C:6](=[CH:7][CH:8]=CC=2)[C:4](=O)[C:2]1=O.[CH3:12][C:13]1[CH:14]=[C:15]2[C:19](=[C:20]([CH3:22])[CH:21]=1)[NH:18][C:17](=[O:23])[C:16]2=[O:24]. Given the product [CH3:12][C:13]1[CH:14]=[C:15]2[C:19](=[C:20]([CH3:22])[CH:21]=1)[N:18]([CH2:2][CH2:4][CH2:6][CH2:7][CH3:8])[C:17](=[O:23])[C:16]2=[O:24], predict the reactants needed to synthesize it. (3) Given the product [Si:1]([O:8][C@H:9]1[CH2:13][N:12]([C:14]([O:16][C:17]([CH3:20])([CH3:19])[CH3:18])=[O:15])[C@H:11]([CH3:21])[CH2:10]1)([C:4]([CH3:7])([CH3:6])[CH3:5])([CH3:3])[CH3:2], predict the reactants needed to synthesize it. The reactants are: [Si:1]([O:8][C@H:9]1[CH2:13][N:12]([C:14]([O:16][C:17]([CH3:20])([CH3:19])[CH3:18])=[O:15])[C@H:11]([CH2:21]OS(C2C=CC(C)=CC=2)(=O)=O)[CH2:10]1)([C:4]([CH3:7])([CH3:6])[CH3:5])([CH3:3])[CH3:2].C([BH-](CC)CC)C.[Li+].